Dataset: NCI-60 drug combinations with 297,098 pairs across 59 cell lines. Task: Regression. Given two drug SMILES strings and cell line genomic features, predict the synergy score measuring deviation from expected non-interaction effect. (1) Drug 1: COC1=NC(=NC2=C1N=CN2C3C(C(C(O3)CO)O)O)N. Drug 2: CNC(=O)C1=NC=CC(=C1)OC2=CC=C(C=C2)NC(=O)NC3=CC(=C(C=C3)Cl)C(F)(F)F. Synergy scores: CSS=6.58, Synergy_ZIP=-1.52, Synergy_Bliss=-1.50, Synergy_Loewe=-4.76, Synergy_HSA=-2.72. Cell line: DU-145. (2) Drug 1: CNC(=O)C1=CC=CC=C1SC2=CC3=C(C=C2)C(=NN3)C=CC4=CC=CC=N4. Drug 2: C1=CC(=CC=C1CCC2=CNC3=C2C(=O)NC(=N3)N)C(=O)NC(CCC(=O)O)C(=O)O. Cell line: HS 578T. Synergy scores: CSS=11.0, Synergy_ZIP=-3.64, Synergy_Bliss=-1.46, Synergy_Loewe=-2.74, Synergy_HSA=-3.08.